From a dataset of Full USPTO retrosynthesis dataset with 1.9M reactions from patents (1976-2016). Predict the reactants needed to synthesize the given product. (1) Given the product [O:4]1[CH:8]=[CH:7][CH:6]=[C:5]1[C:9]1[O:10][C:11]([CH3:43])=[C:12]([CH2:14][O:15][C:16]2[CH:17]=[CH:18][C:19]([CH2:20][O:21]/[N:22]=[C:23](/[C:35]3[CH:36]=[CH:37][CH:38]=[CH:39][CH:40]=3)\[CH2:24][CH2:25][CH2:26][CH2:27][CH2:28][CH2:29][C:30]([OH:32])=[O:31])=[CH:41][CH:42]=2)[N:13]=1, predict the reactants needed to synthesize it. The reactants are: O.[OH-].[Li+].[O:4]1[CH:8]=[CH:7][CH:6]=[C:5]1[C:9]1[O:10][C:11]([CH3:43])=[C:12]([CH2:14][O:15][C:16]2[CH:42]=[CH:41][C:19]([CH2:20][O:21]/[N:22]=[C:23](/[C:35]3[CH:40]=[CH:39][CH:38]=[CH:37][CH:36]=3)\[CH2:24][CH2:25][CH2:26][CH2:27][CH2:28][CH2:29][C:30]([O:32]CC)=[O:31])=[CH:18][CH:17]=2)[N:13]=1.O.Cl. (2) Given the product [Br:8][CH2:9][CH2:10][C:12]1[CH:17]=[CH:16][C:15]([NH:18][C:19](=[O:21])[CH3:20])=[C:14]([F:22])[CH:13]=1, predict the reactants needed to synthesize it. The reactants are: C([SiH](CC)CC)C.[Br:8][CH2:9][C:10]([C:12]1[CH:17]=[CH:16][C:15]([NH:18][C:19](=[O:21])[CH3:20])=[C:14]([F:22])[CH:13]=1)=O. (3) The reactants are: COC1[C@H](C(C)C)N=[C:6](OC)[C@@H:7]([CH2:9][C:10]2[CH:15]=[C:14]([F:16])[C:13]([Br:17])=[CH:12][C:11]=2[F:18])[N:8]=1.Cl.C(N(CC)CC)C.[C:43]([O:42][C:40](O[C:40]([O:42][C:43]([CH3:46])([CH3:45])[CH3:44])=[O:41])=[O:41])([CH3:46])([CH3:45])[CH3:44].[C:47]([O:50]CC)(=[O:49])C. Given the product [CH3:46][C:43]([CH3:44])([O:42][C:40]([NH:8][C@H:7]([CH2:9][C:10]1[CH:15]=[C:14]([F:16])[C:13]([Br:17])=[CH:12][C:11]=1[F:18])[CH2:6][C:47]([OH:50])=[O:49])=[O:41])[CH3:45], predict the reactants needed to synthesize it. (4) Given the product [F:19][C:13]1[CH:14]=[C:15]([CH3:18])[CH:16]=[CH:17][C:12]=1[C:10]1[CH:9]=[C:4]([CH:3]=[C:2]([N:20]2[CH2:25][CH2:24][O:23][CH2:22][CH2:21]2)[N:11]=1)[C:5]([O:7][CH3:8])=[O:6], predict the reactants needed to synthesize it. The reactants are: Cl[C:2]1[CH:3]=[C:4]([CH:9]=[C:10]([C:12]2[CH:17]=[CH:16][C:15]([CH3:18])=[CH:14][C:13]=2[F:19])[N:11]=1)[C:5]([O:7][CH3:8])=[O:6].[NH:20]1[CH2:25][CH2:24][O:23][CH2:22][CH2:21]1.C1(P(C2CCCCC2)C2C=CC=CC=2C2C(C(C)C)=CC(C(C)C)=CC=2C(C)C)CCCCC1.C(=O)([O-])[O-].[Cs+].[Cs+]. (5) Given the product [CH3:12][O:1][C:2]1[CH:7]=[CH:6][CH:5]=[CH:4][C:3]=1[C:8]([F:9])([F:10])[F:11], predict the reactants needed to synthesize it. The reactants are: [OH:1][C:2]1[CH:7]=[CH:6][CH:5]=[CH:4][C:3]=1[C:8]([F:11])([F:10])[F:9].[C:12](=O)([O-])[O-].[K+].[K+].IC. (6) Given the product [C:7]([O:10][C@@H:11]1[C@@H:28]([O:29][C:30](=[O:32])[CH3:31])[C@H:27]([O:33][C:34](=[O:36])[CH3:35])[CH2:26][S:25][C@H:12]1[O:13][C:14]1[C:15]2[N:16]([CH:20]=[C:21]([CH2:23][C:40]3[CH:39]=[CH:27][CH:28]=[CH:11][CH:12]=3)[N:22]=2)[CH:17]=[CH:18][CH:19]=1)(=[O:9])[CH3:8], predict the reactants needed to synthesize it. The reactants are: C(=O)([O-])[O-].[Na+].[Na+].[C:7]([O:10][C@@H:11]1[C@@H:28]([O:29][C:30](=[O:32])[CH3:31])[C@H:27]([O:33][C:34](=[O:36])[CH3:35])[CH2:26][S:25][CH:12]1[O:13][C:14]1[C:15]2[N:16]([CH:20]=[C:21]([CH2:23]Cl)[N:22]=2)[CH:17]=[CH:18][CH:19]=1)(=[O:9])[CH3:8].CO[CH2:39][CH2:40]OC.